This data is from Full USPTO retrosynthesis dataset with 1.9M reactions from patents (1976-2016). The task is: Predict the reactants needed to synthesize the given product. (1) Given the product [ClH:35].[F:1][C@H:2]1[CH2:6][NH:5][C@H:4]([C:14]([NH:15][CH2:16][C:17]2[C:18]([O:32][CH3:33])=[N:19][N:20]([C:22]3[CH:27]=[N:26][C:25]([C:28]([F:31])([F:30])[F:29])=[CH:24][N:23]=3)[CH:21]=2)=[O:34])[CH2:3]1, predict the reactants needed to synthesize it. The reactants are: [F:1][C@H:2]1[CH2:6][N:5](C(OC(C)(C)C)=O)[C@H:4]([C:14](=[O:34])[NH:15][CH2:16][C:17]2[C:18]([O:32][CH3:33])=[N:19][N:20]([C:22]3[CH:27]=[N:26][C:25]([C:28]([F:31])([F:30])[F:29])=[CH:24][N:23]=3)[CH:21]=2)[CH2:3]1.[ClH:35]. (2) Given the product [CH3:1][C:2]1[C:3]([CH2:12][CH2:13][N:29]2[CH2:30][CH2:31][C:24]3([C:23](=[O:32])[N:22]([C:17]4[CH2:18][O:19][C:20](=[O:21])[C:16]=4[CH3:15])[CH2:26][CH2:25]3)[CH2:27][CH2:28]2)=[CH:4][CH:5]=[C:6]2[C:10]=1[CH2:9][O:8][C:7]2=[O:11], predict the reactants needed to synthesize it. The reactants are: [CH3:1][C:2]1[C:10]2[CH2:9][O:8][C:7](=[O:11])[C:6]=2[CH:5]=[CH:4][C:3]=1[CH2:12][CH:13]=O.[CH3:15][C:16]1[C:20](=[O:21])[O:19][CH2:18][C:17]=1[N:22]1[CH2:26][CH2:25][C:24]2([CH2:31][CH2:30][NH:29][CH2:28][CH2:27]2)[C:23]1=[O:32].[BH-](OC(C)=O)(OC(C)=O)OC(C)=O.[Na+]. (3) Given the product [Br:1][C:2]1[CH:10]=[CH:9][C:8]([C:11]([NH2:13])=[O:12])=[C:7]2[C:3]=1[C:4]([CH:16]=[CH:17][N+:18]([O-:20])=[O:19])=[CH:5][NH:6]2, predict the reactants needed to synthesize it. The reactants are: [Br:1][C:2]1[CH:10]=[CH:9][C:8]([C:11]([NH2:13])=[O:12])=[C:7]2[C:3]=1[CH:4]=[CH:5][NH:6]2.CN(C)/[CH:16]=[CH:17]/[N+:18]([O-:20])=[O:19]. (4) The reactants are: C([O:8][C:9]1[CH:10]=[C:11]([C:15]2[N:19]([C:20]3[CH:25]=[CH:24][CH:23]=[CH:22][C:21]=3[Cl:26])[N:18]=[C:17]([C:27]([F:30])([F:29])[F:28])[CH:16]=2)[CH:12]=[CH:13][CH:14]=1)C1C=CC=CC=1.[H][H]. Given the product [Cl:26][C:21]1[CH:22]=[CH:23][CH:24]=[CH:25][C:20]=1[N:19]1[C:15]([C:11]2[CH:10]=[C:9]([OH:8])[CH:14]=[CH:13][CH:12]=2)=[CH:16][C:17]([C:27]([F:30])([F:28])[F:29])=[N:18]1, predict the reactants needed to synthesize it. (5) The reactants are: [OH-].[K+].[NH2:3][CH2:4][C:5]1[CH:12]=[CH:11][C:8]([C:9]#[N:10])=[CH:7][CH:6]=1.S(=O)(=O)(O)[OH:14]. Given the product [NH2:10][CH2:9][C:8]1[CH:11]=[CH:12][C:5]([C:4]([NH2:3])=[O:14])=[CH:6][CH:7]=1, predict the reactants needed to synthesize it. (6) Given the product [CH:11]1([C:9]([O:10][CH2:16][CH3:17])=[O:23])[C:4]2[C:3](=[CH:8][CH:7]=[CH:6][CH:5]=2)[CH2:2][CH2:1]1, predict the reactants needed to synthesize it. The reactants are: [CH2:1]1[CH2:11][C:9](=[O:10])[C:8]2[C:3](=[CH:4][CH:5]=[CH:6][CH:7]=2)[CH2:2]1.B(F)(F)F.[CH3:16][CH2:17]OCC.CC[OH:23]. (7) The reactants are: CC1C=CC=C(C)C=1OCC1C(COC2C=C3C(=CC=2)N(CC2C=C(C=CC=2)C(O)=O)C=C3)=C(C(C)C)ON=1.[CH3:40][CH:41]([C:43]1[O:47][N:46]=[C:45]([CH2:48][O:49][C:50]2[C:55]([F:56])=[CH:54][C:53]([F:57])=[CH:52][C:51]=2[F:58])[C:44]=1[CH2:59][O:60][C:61]1[CH:62]=[C:63]2[C:67](=[CH:68][CH:69]=1)[N:66]([CH2:70][C:71]1[CH:72]=[C:73]([CH:78]=[CH:79][CH:80]=1)[C:74]([O:76]C)=[O:75])[CH:65]=[CH:64]2)[CH3:42]. Given the product [CH3:42][CH:41]([C:43]1[O:47][N:46]=[C:45]([CH2:48][O:49][C:50]2[C:51]([F:58])=[CH:52][C:53]([F:57])=[CH:54][C:55]=2[F:56])[C:44]=1[CH2:59][O:60][C:61]1[CH:62]=[C:63]2[C:67](=[CH:68][CH:69]=1)[N:66]([CH2:70][C:71]1[CH:72]=[C:73]([CH:78]=[CH:79][CH:80]=1)[C:74]([OH:76])=[O:75])[CH:65]=[CH:64]2)[CH3:40], predict the reactants needed to synthesize it.